Dataset: Full USPTO retrosynthesis dataset with 1.9M reactions from patents (1976-2016). Task: Predict the reactants needed to synthesize the given product. (1) Given the product [F:53][C:54]1[CH:59]=[CH:58][C:57]([F:60])=[CH:56][C:55]=1[CH2:61][C:62]([N:1]1[C:9]2[C:4](=[CH:5][C:6]([C:10]3[C:18]4[C:17]([NH2:19])=[N:16][CH:15]=[N:14][C:13]=4[O:12][CH:11]=3)=[CH:7][CH:8]=2)[CH2:3][CH2:2]1)=[O:63], predict the reactants needed to synthesize it. The reactants are: [NH:1]1[C:9]2[C:4](=[CH:5][C:6]([C:10]3[C:18]4[C:17]([NH2:19])=[N:16][CH:15]=[N:14][C:13]=4[O:12][CH:11]=3)=[CH:7][CH:8]=2)[CH2:3][CH2:2]1.CN(C(ON1N=NC2C=CC=NC1=2)=[N+](C)C)C.F[P-](F)(F)(F)(F)F.CCN(C(C)C)C(C)C.[F:53][C:54]1[CH:59]=[CH:58][C:57]([F:60])=[CH:56][C:55]=1[CH2:61][C:62](O)=[O:63]. (2) Given the product [OH:31][C:5]1[C:6]([CH2:28][CH2:29][CH3:30])=[C:7]([O:8][CH2:9][C:10]2[CH:11]=[CH:12][C:13]([C:14]([C:16]3[CH:17]=[N:18][CH:19]=[C:20]([C:21]4[N:32]=[N:33][NH:34][N:22]=4)[CH:23]=3)=[O:15])=[CH:24][CH:25]=2)[CH:26]=[CH:27][C:4]=1[C:1](=[O:3])[CH3:2], predict the reactants needed to synthesize it. The reactants are: [C:1]([C:4]1[CH:27]=[CH:26][C:7]([O:8][CH2:9][C:10]2[CH:25]=[CH:24][C:13]([C:14]([C:16]3[CH:17]=[N:18][CH:19]=[C:20]([CH:23]=3)[C:21]#[N:22])=[O:15])=[CH:12][CH:11]=2)=[C:6]([CH2:28][CH2:29][CH3:30])[C:5]=1[OH:31])(=[O:3])[CH3:2].[N-:32]=[N+:33]=[N-:34].[Na+].Cl.C(N(CC)CC)C.